This data is from Full USPTO retrosynthesis dataset with 1.9M reactions from patents (1976-2016). The task is: Predict the reactants needed to synthesize the given product. (1) The reactants are: Br[C:2]1[C:7]([C:8]([F:11])([F:10])[F:9])=[CH:6][C:5]([N+:12]([O-:14])=[O:13])=[CH:4][N:3]=1.[N:15]1C2C(=CC=C3C=2N=CC=C3)C=C[CH:16]=1.C([Cu])#N. Given the product [N+:12]([C:5]1[CH:6]=[C:7]([C:8]([F:11])([F:10])[F:9])[C:2]([C:16]#[N:15])=[N:3][CH:4]=1)([O-:14])=[O:13], predict the reactants needed to synthesize it. (2) Given the product [CH3:1][C:2]1[C:7](/[CH:8]=[CH:9]/[C:10](/[CH3:20])=[CH:11]/[CH:12]=[CH:13]/[C:14](/[CH3:19])=[CH:15]/[C:16]([OH:18])=[O:17])=[C:6]([CH3:21])[C:5]([CH3:22])=[C:4]([O:23][CH3:24])[CH:3]=1, predict the reactants needed to synthesize it. The reactants are: [CH3:1][C:2]1[C:7](/[CH:8]=[CH:9]/[C:10](/[CH3:20])=[CH:11]/[CH:12]=[CH:13]/[C:14](/[CH3:19])=[CH:15]\[C:16]([OH:18])=[O:17])=[C:6]([CH3:21])[C:5]([CH3:22])=[C:4]([O:23][CH3:24])[CH:3]=1.